From a dataset of Forward reaction prediction with 1.9M reactions from USPTO patents (1976-2016). Predict the product of the given reaction. (1) Given the reactants Br[C:2]1[CH:7]=[CH:6][C:5]([C:8]2[CH:13]=[CH:12][C:11]([CH2:14][CH2:15][C:16]3([NH:24][C:25](=[O:27])[CH3:26])[CH2:21][O:20][C:19]([CH3:23])([CH3:22])[O:18][CH2:17]3)=[CH:10][CH:9]=2)=[C:4]([F:28])[CH:3]=1.[CH3:29][C:30]1[CH:35]=[C:34]([CH3:36])[CH:33]=[CH:32][C:31]=1[SH:37].C(N(C(C)C)CC)(C)C.O, predict the reaction product. The product is: [CH3:29][C:30]1[CH:35]=[C:34]([CH3:36])[CH:33]=[CH:32][C:31]=1[S:37][C:2]1[CH:7]=[CH:6][C:5]([C:8]2[CH:13]=[CH:12][C:11]([CH2:14][CH2:15][C:16]3([NH:24][C:25](=[O:27])[CH3:26])[CH2:21][O:20][C:19]([CH3:23])([CH3:22])[O:18][CH2:17]3)=[CH:10][CH:9]=2)=[C:4]([F:28])[CH:3]=1. (2) The product is: [CH3:30][N:18]([CH2:19][C:20]1[S:24][C:23]2[CH:25]=[CH:26][CH:27]=[CH:28][C:22]=2[C:21]=1[CH3:29])[C:16](/[CH:15]=[CH:14]/[C:11]1[CH:10]=[CH:9][C:8]([NH:3][C:4](=[O:7])[CH2:5][CH2:6][C:2]([N:48]2[CH2:49][CH2:50][N:51]([CH3:59])[CH2:52][CH2:60]2)=[O:1])=[N:13][CH:12]=1)=[O:17]. Given the reactants [O:1]=[C:2]1[CH2:6][CH2:5][C:4](=[O:7])[N:3]1[C:8]1[N:13]=[CH:12][C:11]([CH:14]=[CH:15][C:16]([N:18]([CH3:30])[CH2:19][C:20]2[S:24][C:23]3[CH:25]=[CH:26][CH:27]=[CH:28][C:22]=3[C:21]=2[CH3:29])=[O:17])=[CH:10][CH:9]=1.O=C1CCC(=O)N1C1N=CC(/C=C/C([N:48]([CH3:60])[CH2:49][C:50]2[N:51]([CH3:59])[C:52]3C(C=2)=CC=CC=3)=O)=CC=1.CN1CCNCC1.N, predict the reaction product. (3) The product is: [Br:5][C:6]1[CH:11]=[CH:10][C:9]([CH2:12][C@H:13]([C:15]2[NH:19][C:18]3[CH:20]=[C:21]([Cl:24])[CH:22]=[CH:23][C:17]=3[N:16]=2)[NH2:14])=[CH:8][CH:7]=1. Given the reactants N#N.Cl.Cl.[Br:5][C:6]1[CH:11]=[CH:10][C:9]([CH2:12][C@H:13]([C:15]2[NH:19][C:18]3[CH:20]=[C:21]([Cl:24])[CH:22]=[CH:23][C:17]=3[N:16]=2)[NH2:14])=[CH:8][CH:7]=1.[OH-].[Na+], predict the reaction product.